Dataset: NCI-60 drug combinations with 297,098 pairs across 59 cell lines. Task: Regression. Given two drug SMILES strings and cell line genomic features, predict the synergy score measuring deviation from expected non-interaction effect. (1) Drug 1: CC1=C2C(C(=O)C3(C(CC4C(C3C(C(C2(C)C)(CC1OC(=O)C(C(C5=CC=CC=C5)NC(=O)C6=CC=CC=C6)O)O)OC(=O)C7=CC=CC=C7)(CO4)OC(=O)C)O)C)OC(=O)C. Drug 2: CC1C(C(CC(O1)OC2CC(CC3=C2C(=C4C(=C3O)C(=O)C5=C(C4=O)C(=CC=C5)OC)O)(C(=O)CO)O)N)O.Cl. Cell line: A549. Synergy scores: CSS=26.8, Synergy_ZIP=-3.71, Synergy_Bliss=-4.84, Synergy_Loewe=-7.26, Synergy_HSA=-0.529. (2) Cell line: A549. Drug 1: C1=NC2=C(N=C(N=C2N1C3C(C(C(O3)CO)O)F)Cl)N. Synergy scores: CSS=10.3, Synergy_ZIP=-3.82, Synergy_Bliss=1.04, Synergy_Loewe=-1.43, Synergy_HSA=0.811. Drug 2: COCCOC1=C(C=C2C(=C1)C(=NC=N2)NC3=CC=CC(=C3)C#C)OCCOC.Cl. (3) Drug 1: CC1=C2C(C(=O)C3(C(CC4C(C3C(C(C2(C)C)(CC1OC(=O)C(C(C5=CC=CC=C5)NC(=O)OC(C)(C)C)O)O)OC(=O)C6=CC=CC=C6)(CO4)OC(=O)C)OC)C)OC. Drug 2: CC1OCC2C(O1)C(C(C(O2)OC3C4COC(=O)C4C(C5=CC6=C(C=C35)OCO6)C7=CC(=C(C(=C7)OC)O)OC)O)O. Cell line: RXF 393. Synergy scores: CSS=46.1, Synergy_ZIP=6.26, Synergy_Bliss=5.63, Synergy_Loewe=10.9, Synergy_HSA=12.5. (4) Drug 1: CN(C)C1=NC(=NC(=N1)N(C)C)N(C)C. Drug 2: COCCOC1=C(C=C2C(=C1)C(=NC=N2)NC3=CC=CC(=C3)C#C)OCCOC.Cl. Cell line: CCRF-CEM. Synergy scores: CSS=-11.5, Synergy_ZIP=0.797, Synergy_Bliss=-9.62, Synergy_Loewe=-12.5, Synergy_HSA=-12.4. (5) Drug 1: C1CCC(CC1)NC(=O)N(CCCl)N=O. Drug 2: CCC(=C(C1=CC=CC=C1)C2=CC=C(C=C2)OCCN(C)C)C3=CC=CC=C3.C(C(=O)O)C(CC(=O)O)(C(=O)O)O. Cell line: MALME-3M. Synergy scores: CSS=20.5, Synergy_ZIP=-0.259, Synergy_Bliss=6.99, Synergy_Loewe=4.69, Synergy_HSA=4.79.